Dataset: Reaction yield outcomes from USPTO patents with 853,638 reactions. Task: Predict the reaction yield, written as a fraction of the theoretical maximum amount of product (1.0 means a 100% yield; for example, 0.34 means a 34% yield). The reactants are [CH:1]1([C:9]([N:11]2[CH2:16][CH2:15][N:14]([CH:17]3[CH2:22][CH2:21][CH2:20][CH2:19][CH2:18]3)[CH2:13][CH2:12]2)=[O:10])[C:3]2([CH2:8][CH2:7][NH:6][CH2:5][CH2:4]2)[CH2:2]1.Cl.Cl[C:25]1[CH:30]=[CH:29][N:28]=[CH:27][CH:26]=1.C([O-])([O-])=O.[K+].[K+].CCOC(C)=O.[Na+].[Cl-]. The catalyst is CS(C)=O. The product is [CH:17]1([N:14]2[CH2:15][CH2:16][N:11]([C:9]([CH:1]3[C:3]4([CH2:8][CH2:7][N:6]([C:25]5[CH:30]=[CH:29][N:28]=[CH:27][CH:26]=5)[CH2:5][CH2:4]4)[CH2:2]3)=[O:10])[CH2:12][CH2:13]2)[CH2:18][CH2:19][CH2:20][CH2:21][CH2:22]1. The yield is 0.260.